Predict the reactants needed to synthesize the given product. From a dataset of Full USPTO retrosynthesis dataset with 1.9M reactions from patents (1976-2016). Given the product [CH2:1]([O:3][C:4]([N:6]1[C:10]2[S:11][C:12]([C:14]([O:16][C:17]([CH3:20])([CH3:18])[CH3:19])=[O:15])=[CH:13][C:9]=2[C:8]([NH:21][C:22](=[O:32])[C:23]2[CH:28]=[CH:27][CH:26]=[CH:25][C:24]=2[NH2:29])=[N:7]1)=[O:5])[CH3:2], predict the reactants needed to synthesize it. The reactants are: [CH2:1]([O:3][C:4]([N:6]1[C:10]2[S:11][C:12]([C:14]([O:16][C:17]([CH3:20])([CH3:19])[CH3:18])=[O:15])=[CH:13][C:9]=2[C:8]([NH:21][C:22](=[O:32])[C:23]2[CH:28]=[CH:27][CH:26]=[CH:25][C:24]=2[N+:29]([O-])=O)=[N:7]1)=[O:5])[CH3:2].